From a dataset of Peptide-MHC class I binding affinity with 185,985 pairs from IEDB/IMGT. Regression. Given a peptide amino acid sequence and an MHC pseudo amino acid sequence, predict their binding affinity value. This is MHC class I binding data. (1) The peptide sequence is ITAALAWSL. The MHC is HLA-B58:01 with pseudo-sequence HLA-B58:01. The binding affinity (normalized) is 0.398. (2) The peptide sequence is AEQLMSLAA. The MHC is HLA-B18:01 with pseudo-sequence HLA-B18:01. The binding affinity (normalized) is 0.242. (3) The peptide sequence is AVNEEWLTA. The MHC is HLA-A02:01 with pseudo-sequence HLA-A02:01. The binding affinity (normalized) is 0.0980. (4) The peptide sequence is VPVQVKGRF. The MHC is HLA-B07:02 with pseudo-sequence HLA-B07:02. The binding affinity (normalized) is 0.505. (5) The peptide sequence is VPRDRNGTF. The MHC is HLA-B15:17 with pseudo-sequence HLA-B15:17. The binding affinity (normalized) is 0.0847.